Task: Predict the product of the given reaction.. Dataset: Forward reaction prediction with 1.9M reactions from USPTO patents (1976-2016) (1) Given the reactants [Cl:1][C:2]1[N:7]=[C:6](S(C)(=O)=O)[N:5]=[C:4]([N:12]2[CH2:17][C@@H:16]3[CH2:18][C@H:13]2[CH2:14][O:15]3)[CH:3]=1.[CH2:19]([Mg]Br)[CH:20]=[CH2:21].[Cl-].[NH4+], predict the reaction product. The product is: [CH2:21]([C:6]1[N:5]=[C:4]([N:12]2[CH2:17][C@@H:16]3[CH2:18][C@H:13]2[CH2:14][O:15]3)[CH:3]=[C:2]([Cl:1])[N:7]=1)[CH:20]=[CH2:19]. (2) Given the reactants [Cl:1][C:2]1[CH:7]=[CH:6][C:5]([S:8]([C:11]2([C:25]3[CH:30]=[C:29]([F:31])[CH:28]=[CH:27][C:26]=3[F:32])[CH2:16][CH2:15][CH:14]([CH2:17][C:18](=[O:24])[CH2:19][S:20]([CH3:23])(=[O:22])=[O:21])[CH2:13][CH2:12]2)(=[O:10])=[O:9])=[CH:4][CH:3]=1.[H-].[Na+].[CH3:35]I, predict the reaction product. The product is: [Cl:1][C:2]1[CH:7]=[CH:6][C:5]([S:8]([C:11]2([C:25]3[CH:30]=[C:29]([F:31])[CH:28]=[CH:27][C:26]=3[F:32])[CH2:12][CH2:13][CH:14]([CH2:17][C:18](=[O:24])[CH:19]([S:20]([CH3:23])(=[O:22])=[O:21])[CH3:35])[CH2:15][CH2:16]2)(=[O:9])=[O:10])=[CH:4][CH:3]=1. (3) Given the reactants [CH2:1]([O:8][C:9]1[CH:14]=[CH:13][C:12]([CH2:15][C:16]([O:18]C(C)(C)C)=[O:17])=[C:11]([O:23][CH3:24])[CH:10]=1)[C:2]1[CH:7]=[CH:6][CH:5]=[CH:4][CH:3]=1.C(O)(C(F)(F)F)=O, predict the reaction product. The product is: [CH2:1]([O:8][C:9]1[CH:14]=[CH:13][C:12]([CH2:15][C:16]([OH:18])=[O:17])=[C:11]([O:23][CH3:24])[CH:10]=1)[C:2]1[CH:3]=[CH:4][CH:5]=[CH:6][CH:7]=1.